From a dataset of Peptide-MHC class I binding affinity with 185,985 pairs from IEDB/IMGT. Regression. Given a peptide amino acid sequence and an MHC pseudo amino acid sequence, predict their binding affinity value. This is MHC class I binding data. (1) The peptide sequence is IYHPQQFVYA. The MHC is HLA-A11:01 with pseudo-sequence HLA-A11:01. The binding affinity (normalized) is 0.0279. (2) The peptide sequence is PTTGRTSLY. The MHC is Mamu-A02 with pseudo-sequence Mamu-A02. The binding affinity (normalized) is 0.411. (3) The peptide sequence is LTDKSGSEY. The MHC is HLA-A01:01 with pseudo-sequence HLA-A01:01. The binding affinity (normalized) is 0.952. (4) The peptide sequence is IINFTISMRY. The MHC is HLA-A03:01 with pseudo-sequence HLA-A03:01. The binding affinity (normalized) is 0.671. (5) The peptide sequence is MPAYIRNTL. The binding affinity (normalized) is 0.410. The MHC is HLA-B51:01 with pseudo-sequence HLA-B51:01. (6) The peptide sequence is LPHLCLDYKV. The MHC is HLA-B07:02 with pseudo-sequence HLA-B07:02. The binding affinity (normalized) is 0.164. (7) The peptide sequence is ILSKWHTSAR. The MHC is HLA-A33:01 with pseudo-sequence HLA-A33:01. The binding affinity (normalized) is 0.446.